Dataset: Catalyst prediction with 721,799 reactions and 888 catalyst types from USPTO. Task: Predict which catalyst facilitates the given reaction. (1) Reactant: [CH3:1][Si](C[Mg]Cl)(C)C.[Cl:8][C:9]1[CH:26]=[C:25]([Cl:27])[C:24]([OH:28])=[CH:23][C:10]=1[O:11][C:12]1[N:16]([CH3:17])[N:15]=[C:14]([CH:18]([CH3:20])[CH3:19])[C:13]=1[CH:21]=O.Cl. Product: [Cl:27][C:25]1[CH:26]=[C:9]([Cl:8])[C:10]([O:11][C:12]2[N:16]([CH3:17])[N:15]=[C:14]([CH:18]([CH3:20])[CH3:19])[C:13]=2[CH:21]=[CH2:1])=[CH:23][C:24]=1[OH:28]. The catalyst class is: 54. (2) Reactant: Cl.[NH2:2][C:3]1([CH2:9][NH:10][C:11]([C:13]2[C:14]([Cl:22])=[C:15]3[C:19](=[CH:20][CH:21]=2)[NH:18][CH:17]=[CH:16]3)=[O:12])[CH2:8][CH2:7][CH2:6][CH2:5][CH2:4]1.CC(O)=O.[CH:27](=O)[C:28]1[CH:33]=[CH:32][CH:31]=[CH:30][CH:29]=1.C(O[BH-](OC(=O)C)OC(=O)C)(=O)C.[Na+]. Product: [CH2:27]([NH:2][C:3]1([CH2:9][NH:10][C:11]([C:13]2[C:14]([Cl:22])=[C:15]3[C:19](=[CH:20][CH:21]=2)[NH:18][CH:17]=[CH:16]3)=[O:12])[CH2:4][CH2:5][CH2:6][CH2:7][CH2:8]1)[C:28]1[CH:33]=[CH:32][CH:31]=[CH:30][CH:29]=1. The catalyst class is: 2. (3) Reactant: C([O:3][C:4]([C:6]1([C:11]2[CH:16]=[CH:15][C:14]([C:17]3[CH:22]=[CH:21][C:20]([C:23]4[O:27][N:26]=[C:25]([CH3:28])[C:24]=4[NH:29][C:30]([O:32][C@@H:33]([C:35]4[CH:40]=[CH:39][CH:38]=[CH:37][CH:36]=4)[CH3:34])=[O:31])=[CH:19][CH:18]=3)=[CH:13][CH:12]=2)[CH2:10][CH2:9][CH2:8][CH2:7]1)=[O:5])C.[Li+].[OH-].CCOC(C)=O. Product: [CH3:28][C:25]1[C:24]([NH:29][C:30]([O:32][C@@H:33]([C:35]2[CH:36]=[CH:37][CH:38]=[CH:39][CH:40]=2)[CH3:34])=[O:31])=[C:23]([C:20]2[CH:21]=[CH:22][C:17]([C:14]3[CH:13]=[CH:12][C:11]([C:6]4([C:4]([OH:5])=[O:3])[CH2:10][CH2:9][CH2:8][CH2:7]4)=[CH:16][CH:15]=3)=[CH:18][CH:19]=2)[O:27][N:26]=1. The catalyst class is: 12. (4) Reactant: C[O:2][C:3]1[CH:8]=[CH:7][N:6]=[CH:5][C:4]=1[C:9]#[C:10][C:11]1[CH:16]=[CH:15][C:14]([C:17]2([NH:21][C:22](=[O:28])[O:23][C:24]([CH3:27])([CH3:26])[CH3:25])[CH2:20][CH2:19][CH2:18]2)=[CH:13][CH:12]=1.[I:29]Cl. Product: [I:29][C:9]1[C:4]2[CH:5]=[N:6][CH:7]=[CH:8][C:3]=2[O:2][C:10]=1[C:11]1[CH:16]=[CH:15][C:14]([C:17]2([NH:21][C:22](=[O:28])[O:23][C:24]([CH3:25])([CH3:26])[CH3:27])[CH2:20][CH2:19][CH2:18]2)=[CH:13][CH:12]=1. The catalyst class is: 4. (5) Reactant: [OH:1][CH:2]([C:11]1[CH:16]=[CH:15][C:14]([C:17]2[N:21]=[C:20]([C:22]3[O:26][N:25]=[C:24]([C:27]4[CH:32]=[CH:31][CH:30]=[CH:29][CH:28]=4)[C:23]=3[C:33]([F:36])([F:35])[F:34])[O:19][N:18]=2)=[CH:13][CH:12]=1)[C:3]([NH:5][CH2:6][CH2:7][C:8]([OH:10])=O)=[O:4].C[N:38]1[CH2:43][CH2:42][O:41]C[CH2:39]1.CN(C(ON1N=NC2C=CC=NC1=2)=[N+](C)C)C.F[P-](F)(F)(F)(F)F. Product: [OH:1][CH:2]([C:11]1[CH:12]=[CH:13][C:14]([C:17]2[N:21]=[C:20]([C:22]3[O:26][N:25]=[C:24]([C:27]4[CH:32]=[CH:31][CH:30]=[CH:29][CH:28]=4)[C:23]=3[C:33]([F:34])([F:36])[F:35])[O:19][N:18]=2)=[CH:15][CH:16]=1)[C:3]([NH:5][CH2:6][CH2:7][C:8]([N:38]1[CH2:43][CH:42]([OH:41])[CH2:39]1)=[O:10])=[O:4]. The catalyst class is: 3. (6) Reactant: [CH:1]1([N:4]([C:17](=O)[C@@H:18]([NH:21][C:22](=[O:28])[O:23][C:24]([CH3:27])([CH3:26])[CH3:25])[CH2:19][CH3:20])[C:5](=[O:16])[C:6]2[C:11]([N+:12]([O-])=O)=[CH:10][CH:9]=[CH:8][C:7]=2[F:15])[CH2:3][CH2:2]1. Product: [F:15][C:7]1[CH:8]=[CH:9][CH:10]=[C:11]2[C:6]=1[C:5](=[O:16])[N:4]([CH:1]1[CH2:3][CH2:2]1)[C:17]([C@@H:18]([NH:21][C:22](=[O:28])[O:23][C:24]([CH3:27])([CH3:26])[CH3:25])[CH2:19][CH3:20])=[N:12]2. The catalyst class is: 183. (7) Reactant: [CH2:1]([NH:3][C:4]1[N:5]=[C:6]([NH:22]CC2CC2)[C:7]2[N:13]=[C:12]([NH:14][CH2:15][CH3:16])[N:11]=[C:10]([NH:17][CH2:18][CH:19]3[CH2:21][CH2:20]3)[C:8]=2[N:9]=1)[CH3:2].Cl.C(OCC)C.Cl.[Cl:34]C1N=[C:37](NCCC)[C:38]2N=C(NC)N=[C:42](NCCC)[C:43]=2N=1. Product: [ClH:34].[CH2:15]([N:14]([CH2:37][CH:38]1[CH2:42][CH2:43]1)[C:12]1[N:11]=[C:10]([NH:17][CH2:18][CH:19]2[CH2:21][CH2:20]2)[C:8]2[N:9]=[C:4]([NH:3][CH2:1][CH3:2])[N:5]=[C:6]([NH2:22])[C:7]=2[N:13]=1)[CH3:16]. The catalyst class is: 12. (8) Reactant: [CH2:1]([O:3][C:4](=[O:29])[CH:5]([C:11](=[O:28])[CH:12]([C:22]1[CH:27]=[CH:26][CH:25]=[CH:24][N:23]=1)[CH2:13][C:14]1[CH:19]=[CH:18][C:17]([F:20])=[C:16]([F:21])[CH:15]=1)[C:6]([O:8]CC)=O)[CH3:2].O. Product: [CH2:1]([O:3][C:4]([C:5]1[C:11](=[O:28])[C:12]([CH2:13][C:14]2[CH:19]=[CH:18][C:17]([F:20])=[C:16]([F:21])[CH:15]=2)=[C:22]2[N:23]([C:6]=1[OH:8])[CH:24]=[CH:25][CH:26]=[CH:27]2)=[O:29])[CH3:2]. The catalyst class is: 16.